From a dataset of Full USPTO retrosynthesis dataset with 1.9M reactions from patents (1976-2016). Predict the reactants needed to synthesize the given product. (1) Given the product [Cl:1][C:2]1[CH:7]=[C:6]([C:8]([F:10])([F:9])[F:11])[CH:5]=[C:4]([Cl:12])[C:3]=1[N:13]1[S:14](=[O:15])(=[O:16])[N:17]([CH2:18][C:19]([O:21][CH2:22][CH3:23])=[O:20])[CH2:26][CH:25]([CH3:28])[CH2:24]1, predict the reactants needed to synthesize it. The reactants are: [Cl:1][C:2]1[CH:7]=[C:6]([C:8]([F:11])([F:10])[F:9])[CH:5]=[C:4]([Cl:12])[C:3]=1[NH:13][S:14]([NH:17][CH2:18][C:19]([O:21][CH2:22][CH3:23])=[O:20])(=[O:16])=[O:15].[CH3:24][CH:25]([CH2:28]O)[CH2:26]O.C1(P(C2C=CC=CC=2)C2C=CC=CC=2)C=CC=CC=1.CC(OC(/N=N/C(OC(C)C)=O)=O)C. (2) Given the product [CH3:2][CH2:3]/[C:4](/[C:9]1[C:14](=[O:15])[CH2:13][CH:12]([CH2:16][CH:17]([S:19][CH2:20][CH3:21])[CH3:18])[CH2:11][C:10]=1[OH:22])=[N:5]\[O:6][CH2:7]/[CH:8]=[CH:54]/[Cl:55], predict the reactants needed to synthesize it. The reactants are: C[CH2:2][CH2:3]/[C:4](/[C:9]1[C:14](=[O:15])[CH2:13][CH:12]([CH2:16][CH:17]([S:19][CH2:20][CH3:21])[CH3:18])[CH2:11][C:10]=1[OH:22])=[N:5]\[O:6][CH2:7][CH3:8].CC/C(/C1C(=O)CC(C2C(C)=CC(C)=CC=2C)CC=1O)=N\OCC.CC/C(/C1C(=O)CC(C2CCOCC2)CC=1O)=N\OC/C=[CH:54]/[Cl:55].CS(C1C=CC(C(C2C(=O)CCCC2=O)=O)=C([N+]([O-])=O)C=1)(=O)=O.CS(C1C=CC(C(C2C(=O)CCCC2=O)=O)=C(Cl)C=1)(=O)=O.CS(C1C=CC(C(C2C(=O)CCCC2=O)=O)=C(Cl)C=1COCC1OCCC1)(=O)=O.CS(C1C=CC(C(C2C(=O)CCCC2=O)=O)=C(Cl)C=1COCC(F)(F)F)(=O)=O.COCCOCC1C(C(C2C(=O)C3CC(CC3)C2=O)=O)=CC=C(C(F)(F)F)N=1.